From a dataset of Full USPTO retrosynthesis dataset with 1.9M reactions from patents (1976-2016). Predict the reactants needed to synthesize the given product. (1) Given the product [F:7][C:8]([F:14])([F:13])[S:9]([O-:12])(=[O:11])=[O:10].[CH2:1]([NH+:3]([CH2:5][CH3:6])[CH3:4])[CH3:2], predict the reactants needed to synthesize it. The reactants are: [CH2:1]([N:3]([CH2:5][CH3:6])[CH3:4])[CH3:2].[F:7][C:8]([F:14])([F:13])[S:9]([OH:12])(=[O:11])=[O:10]. (2) Given the product [CH3:1][O:18][C:17](=[O:19])[C@@H:16]([NH:15][C:13]([O:12][C:8]([CH3:11])([CH3:9])[CH3:10])=[O:14])[C:20]1[CH:25]=[CH:24][C:23]([OH:26])=[CH:22][CH:21]=1, predict the reactants needed to synthesize it. The reactants are: [CH3:1][Si](C=[N+]=[N-])(C)C.[C:8]([O:12][C:13]([NH:15][C@@H:16]([C:20]1[CH:25]=[CH:24][C:23]([OH:26])=[CH:22][CH:21]=1)[C:17]([OH:19])=[O:18])=[O:14])([CH3:11])([CH3:10])[CH3:9]. (3) Given the product [C:13]1([CH3:24])[CH:14]=[CH:15][C:16]([S:19]([O-:22])(=[O:20])=[O:21])=[CH:17][CH:18]=1.[CH3:1][N+:2]1[C:11]2[C:6](=[CH:7][CH:8]=[CH:9][CH:10]=2)[CH:5]=[CH:4][C:3]=1[S:12][CH3:13], predict the reactants needed to synthesize it. The reactants are: [CH3:1][N:2]1[C:11]2[C:6](=[CH:7][CH:8]=[CH:9][CH:10]=2)[CH:5]=[CH:4][C:3]1=[S:12].[C:13]1([CH3:24])[CH:18]=[CH:17][C:16]([S:19]([O:22]C)(=[O:21])=[O:20])=[CH:15][CH:14]=1. (4) Given the product [CH3:1][N:2]([CH3:20])[CH:3]1[CH2:8][CH2:7][CH:6]([N:9]([CH2:24][CH2:25][OH:26])[C:10](=[O:19])[O:11][CH2:12][C:13]2[CH:14]=[CH:15][CH:16]=[CH:17][CH:18]=2)[CH2:5][CH2:4]1, predict the reactants needed to synthesize it. The reactants are: [CH3:1][N:2]([CH3:20])[CH:3]1[CH2:8][CH2:7][CH:6]([NH:9][C:10](=[O:19])[O:11][CH2:12][C:13]2[CH:18]=[CH:17][CH:16]=[CH:15][CH:14]=2)[CH2:5][CH2:4]1.[H-].[Na+].I[CH2:24][CH2:25][OH:26].